Dataset: Full USPTO retrosynthesis dataset with 1.9M reactions from patents (1976-2016). Task: Predict the reactants needed to synthesize the given product. Given the product [CH2:25]([N:17]([CH:13]1[CH2:12][C:11]2[CH:32]=[C:7]([O:6][CH2:5][C:4]([OH:33])=[O:3])[CH:8]=[CH:9][C:10]=2[CH2:16][CH2:15][CH2:14]1)[C:18]([O:20][C:21]([CH3:24])([CH3:23])[CH3:22])=[O:19])[C:26]1[CH:31]=[CH:30][CH:29]=[CH:28][CH:27]=1, predict the reactants needed to synthesize it. The reactants are: C([O:3][C:4](=[O:33])[CH2:5][O:6][C:7]1[CH:8]=[CH:9][C:10]2[CH2:16][CH2:15][CH2:14][CH:13]([N:17]([CH2:25][C:26]3[CH:31]=[CH:30][CH:29]=[CH:28][CH:27]=3)[C:18]([O:20][C:21]([CH3:24])([CH3:23])[CH3:22])=[O:19])[CH2:12][C:11]=2[CH:32]=1)C.[OH-].[Na+].